Dataset: NCI-60 drug combinations with 297,098 pairs across 59 cell lines. Task: Regression. Given two drug SMILES strings and cell line genomic features, predict the synergy score measuring deviation from expected non-interaction effect. (1) Drug 1: COC1=C(C=C2C(=C1)N=CN=C2NC3=CC(=C(C=C3)F)Cl)OCCCN4CCOCC4. Drug 2: C1=NNC2=C1C(=O)NC=N2. Cell line: HCC-2998. Synergy scores: CSS=12.1, Synergy_ZIP=-2.18, Synergy_Bliss=2.17, Synergy_Loewe=-4.36, Synergy_HSA=1.86. (2) Drug 1: CC1=C2C(C(=O)C3(C(CC4C(C3C(C(C2(C)C)(CC1OC(=O)C(C(C5=CC=CC=C5)NC(=O)OC(C)(C)C)O)O)OC(=O)C6=CC=CC=C6)(CO4)OC(=O)C)OC)C)OC. Drug 2: C1=NC2=C(N=C(N=C2N1C3C(C(C(O3)CO)O)O)F)N. Cell line: NCIH23. Synergy scores: CSS=28.9, Synergy_ZIP=-8.01, Synergy_Bliss=-11.9, Synergy_Loewe=-38.6, Synergy_HSA=-10.9. (3) Drug 1: C1=NC2=C(N1)C(=S)N=CN2. Drug 2: CC1C(C(CC(O1)OC2CC(CC3=C2C(=C4C(=C3O)C(=O)C5=CC=CC=C5C4=O)O)(C(=O)C)O)N)O. Cell line: IGROV1. Synergy scores: CSS=57.3, Synergy_ZIP=0.380, Synergy_Bliss=1.55, Synergy_Loewe=-23.5, Synergy_HSA=2.65.